This data is from NCI-60 drug combinations with 297,098 pairs across 59 cell lines. The task is: Regression. Given two drug SMILES strings and cell line genomic features, predict the synergy score measuring deviation from expected non-interaction effect. (1) Drug 1: CC(CN1CC(=O)NC(=O)C1)N2CC(=O)NC(=O)C2. Drug 2: CC(C)CN1C=NC2=C1C3=CC=CC=C3N=C2N. Cell line: NCI-H322M. Synergy scores: CSS=4.91, Synergy_ZIP=1.63, Synergy_Bliss=5.53, Synergy_Loewe=2.01, Synergy_HSA=2.00. (2) Drug 1: C1C(C(OC1N2C=C(C(=O)NC2=O)F)CO)O. Drug 2: C1C(C(OC1N2C=NC3=C(N=C(N=C32)Cl)N)CO)O. Cell line: COLO 205. Synergy scores: CSS=53.0, Synergy_ZIP=-7.39, Synergy_Bliss=-7.93, Synergy_Loewe=-1.90, Synergy_HSA=0.0888. (3) Cell line: NCI-H226. Drug 1: C1CC(=O)NC(=O)C1N2CC3=C(C2=O)C=CC=C3N. Synergy scores: CSS=-0.151, Synergy_ZIP=1.82, Synergy_Bliss=2.09, Synergy_Loewe=0.112, Synergy_HSA=-0.964. Drug 2: C1C(C(OC1N2C=NC(=NC2=O)N)CO)O. (4) Drug 1: C1=CC(=CC=C1CCCC(=O)O)N(CCCl)CCCl. Drug 2: C1CN(P(=O)(OC1)NCCCl)CCCl. Cell line: SNB-75. Synergy scores: CSS=6.48, Synergy_ZIP=-7.81, Synergy_Bliss=-5.93, Synergy_Loewe=-19.1, Synergy_HSA=-5.94. (5) Drug 1: C1=CC=C(C(=C1)C(C2=CC=C(C=C2)Cl)C(Cl)Cl)Cl. Drug 2: C(CN)CNCCSP(=O)(O)O. Cell line: HOP-92. Synergy scores: CSS=-0.954, Synergy_ZIP=0.0435, Synergy_Bliss=-0.464, Synergy_Loewe=-6.17, Synergy_HSA=-2.55. (6) Drug 1: CNC(=O)C1=CC=CC=C1SC2=CC3=C(C=C2)C(=NN3)C=CC4=CC=CC=N4. Drug 2: C1=NC2=C(N=C(N=C2N1C3C(C(C(O3)CO)O)O)F)N. Cell line: SF-295. Synergy scores: CSS=5.03, Synergy_ZIP=-2.36, Synergy_Bliss=-4.14, Synergy_Loewe=-6.39, Synergy_HSA=-4.21. (7) Drug 1: CC(C1=C(C=CC(=C1Cl)F)Cl)OC2=C(N=CC(=C2)C3=CN(N=C3)C4CCNCC4)N. Drug 2: CC(C)CN1C=NC2=C1C3=CC=CC=C3N=C2N. Cell line: M14. Synergy scores: CSS=-3.33, Synergy_ZIP=2.83, Synergy_Bliss=1.78, Synergy_Loewe=-1.48, Synergy_HSA=-1.76.